Dataset: Forward reaction prediction with 1.9M reactions from USPTO patents (1976-2016). Task: Predict the product of the given reaction. (1) The product is: [CH3:1][N:2]1[CH:15]([CH3:16])[CH2:14][C:5]2[N:6](/[CH:34]=[C:35](/[C:36]3[CH:41]=[N:40][C:39]([CH3:42])=[CH:38][CH:37]=3)\[CH3:18])[C:7]3[CH:8]=[CH:9][C:10]([CH3:13])=[CH:11][C:12]=3[C:4]=2[CH2:3]1. Given the reactants [CH3:1][N:2]1[CH:15]([CH3:16])[CH2:14][C:5]2[NH:6][C:7]3[CH:8]=[CH:9][C:10]([CH3:13])=[CH:11][C:12]=3[C:4]=2[CH2:3]1.N1CCC[C@H:18]1C(O)=O.P([O-])([O-])([O-])=O.[K+].[K+].[K+].Br[CH:34]=[CH:35][C:36]1[CH:37]=[CH:38][C:39]([CH3:42])=[N:40][CH:41]=1, predict the reaction product. (2) The product is: [C:41]([O:40][C:38](=[O:39])[NH:1][CH2:2][CH2:3][CH2:4][N:5]1[C:13]2[C:8](=[CH:9][C:10]([N:14]3[CH:19]=[CH:18][C:17]([C:20]4[CH:21]=[CH:22][C:23]([C:26]([F:28])([F:29])[F:27])=[CH:24][CH:25]=4)=[CH:16][C:15]3=[O:30])=[CH:11][CH:12]=2)[CH:7]=[N:6]1)([CH3:44])([CH3:43])[CH3:42]. Given the reactants [NH2:1][CH2:2][CH2:3][CH2:4][N:5]1[C:13]2[C:8](=[CH:9][C:10]([N:14]3[CH:19]=[CH:18][C:17]([C:20]4[CH:25]=[CH:24][C:23]([C:26]([F:29])([F:28])[F:27])=[CH:22][CH:21]=4)=[CH:16][C:15]3=[O:30])=[CH:11][CH:12]=2)[CH:7]=[N:6]1.CCN(CC)CC.[C:38](O[C:38]([O:40][C:41]([CH3:44])([CH3:43])[CH3:42])=[O:39])([O:40][C:41]([CH3:44])([CH3:43])[CH3:42])=[O:39], predict the reaction product.